Dataset: Retrosynthesis with 50K atom-mapped reactions and 10 reaction types from USPTO. Task: Predict the reactants needed to synthesize the given product. (1) Given the product CCCc1c(OCCCCBr)ccc(C(C)=O)c1O, predict the reactants needed to synthesize it. The reactants are: BrCCCCBr.CCCc1c(O)ccc(C(C)=O)c1O. (2) The reactants are: COCOc1ccccc1CC(=O)Nc1onc(-c2ccc(F)cc2)c1-c1ccncn1. Given the product O=C(Cc1ccccc1O)Nc1onc(-c2ccc(F)cc2)c1-c1ccncn1, predict the reactants needed to synthesize it.